From a dataset of CYP3A4 inhibition data for predicting drug metabolism from PubChem BioAssay. Regression/Classification. Given a drug SMILES string, predict its absorption, distribution, metabolism, or excretion properties. Task type varies by dataset: regression for continuous measurements (e.g., permeability, clearance, half-life) or binary classification for categorical outcomes (e.g., BBB penetration, CYP inhibition). Dataset: cyp3a4_veith. (1) The compound is CSc1nncn1/N=C/c1ccc2c(c1)OCO2. The result is 1 (inhibitor). (2) The drug is COc1ccc(C(=O)N2CCC3(CCCN(Cc4cc(C(F)(F)F)cc(C(F)(F)F)c4)C3)CC2)cc1. The result is 1 (inhibitor). (3) The drug is Cc1cc(N)ccc1NC(=O)c1ccccc1. The result is 0 (non-inhibitor). (4) The molecule is Cc1ccc(Nc2nc(-c3c(C)nc4ncccn34)cs2)cc1. The result is 1 (inhibitor). (5) The drug is COc1ccc(NC(=O)N2CCCC3(CCN(S(C)(=O)=O)CC3)C2)cc1. The result is 1 (inhibitor). (6) The compound is COc1ccccc1N1CCN(CCCCN2C(=O)CCC2=O)CC1. The result is 0 (non-inhibitor). (7) The compound is C=CC[C@@H]1C=C[C@H](Oc2ccc(C)cc2)[C@H](COC(=O)NCc2cccc3ccccc23)O1. The result is 1 (inhibitor). (8) The molecule is CC1=C(C(=O)O)N2C(=O)[C@@H](NC(=O)[C@@H](N)c3ccc(O)cc3)[C@@H]2SC1. The result is 0 (non-inhibitor).